This data is from Reaction yield outcomes from USPTO patents with 853,638 reactions. The task is: Predict the reaction yield, written as a fraction of the theoretical maximum amount of product (1.0 means a 100% yield; for example, 0.34 means a 34% yield). (1) The reactants are Cl[S:2]([C:5]1[CH:10]=[CH:9][C:8]([S:11][C:12]2[C:20]3[CH2:19][C:18]([CH3:22])([CH3:21])[CH2:17][CH2:16][C:15]=3[N:14]([CH2:23][C:24]([O:26][CH2:27][CH3:28])=[O:25])[C:13]=2[CH3:29])=[CH:7][CH:6]=1)(=[O:4])=[O:3].[NH:30]1[CH2:34][CH2:33][CH2:32][CH2:31]1. The catalyst is C(Cl)Cl. The product is [CH3:29][C:13]1[N:14]([CH2:23][C:24]([O:26][CH2:27][CH3:28])=[O:25])[C:15]2[CH2:16][CH2:17][C:18]([CH3:22])([CH3:21])[CH2:19][C:20]=2[C:12]=1[S:11][C:8]1[CH:9]=[CH:10][C:5]([S:2]([N:30]2[CH2:34][CH2:33][CH2:32][CH2:31]2)(=[O:4])=[O:3])=[CH:6][CH:7]=1. The yield is 0.231. (2) The reactants are [C:1]([C:3]1[C:11]2[C:6](=[CH:7][C:8]([O:12][CH3:13])=[CH:9][CH:10]=2)[N:5]([CH2:14][CH3:15])[C:4]=1[C:16]1[CH:21]=[CH:20][C:19]([NH:22][S:23]([CH3:26])(=[O:25])=[O:24])=[CH:18][CH:17]=1)#[N:2].[H-].[Na+].I[CH3:30]. The catalyst is CN(C=O)C.O. The product is [C:1]([C:3]1[C:11]2[C:6](=[CH:7][C:8]([O:12][CH3:13])=[CH:9][CH:10]=2)[N:5]([CH2:14][CH3:15])[C:4]=1[C:16]1[CH:21]=[CH:20][C:19]([N:22]([CH3:30])[S:23]([CH3:26])(=[O:24])=[O:25])=[CH:18][CH:17]=1)#[N:2]. The yield is 0.450.